The task is: Predict which catalyst facilitates the given reaction.. This data is from Catalyst prediction with 721,799 reactions and 888 catalyst types from USPTO. (1) Reactant: [C:1]1([C:7]2[N:8]=[CH:9][N:10]([CH:12]3[CH2:17][CH2:16][N:15]([C:18]([CH:20]4[CH2:25][CH2:24][C:23]([F:27])([F:26])[CH2:22][CH2:21]4)=[O:19])[CH2:14][CH2:13]3)[CH:11]=2)[CH:6]=[CH:5][CH:4]=[CH:3][CH:2]=1.I[N:29]1C(=O)CC[C:30]1=O.FC(F)(F)C(O)=O. Product: [F:27][C:23]1([F:26])[CH2:24][CH2:25][CH:20]([C:18]([N:15]2[CH2:16][CH2:17][CH:12]([N:10]3[C:11]([C:30]#[N:29])=[C:7]([C:1]4[CH:2]=[CH:3][CH:4]=[CH:5][CH:6]=4)[N:8]=[CH:9]3)[CH2:13][CH2:14]2)=[O:19])[CH2:21][CH2:22]1. The catalyst class is: 2. (2) Reactant: [CH:1]1([S:4]([C:7]2[CH:12]=[CH:11][C:10]([CH:13]([CH2:20][CH:21]3[CH2:26][CH2:25][O:24][CH2:23][CH2:22]3)[C:14](N(OC)C)=[O:15])=[CH:9][CH:8]=2)(=[O:6])=[O:5])[CH2:3][CH2:2]1.[CH:27]([Mg]Br)=[CH2:28].Cl. Product: [CH:1]1([S:4]([C:7]2[CH:12]=[CH:11][C:10]([CH:13]([CH2:20][CH:21]3[CH2:26][CH2:25][O:24][CH2:23][CH2:22]3)[C:14](=[O:15])[CH:27]=[CH2:28])=[CH:9][CH:8]=2)(=[O:5])=[O:6])[CH2:2][CH2:3]1. The catalyst class is: 7.